Dataset: Full USPTO retrosynthesis dataset with 1.9M reactions from patents (1976-2016). Task: Predict the reactants needed to synthesize the given product. (1) Given the product [CH3:37][NH:38][C:33]([C@@H:12]1[CH2:11][C@@H:10]([NH:9][C:7]([C:5]2[S:6][C:2]([Cl:1])=[CH:3][CH:4]=2)=[O:8])[CH2:14][N:13]1[CH2:15][C:16](=[O:32])[NH:17][C:18]1[CH:23]=[CH:22][C:21]([N:24]2[CH:29]=[CH:28][CH:27]=[CH:26][C:25]2=[O:30])=[CH:20][C:19]=1[F:31])=[O:34], predict the reactants needed to synthesize it. The reactants are: [Cl:1][C:2]1[S:6][C:5]([C:7]([NH:9][C@H:10]2[CH2:14][N:13]([CH2:15][C:16](=[O:32])[NH:17][C:18]3[CH:23]=[CH:22][C:21]([N:24]4[CH:29]=[CH:28][CH:27]=[CH:26][C:25]4=[O:30])=[CH:20][C:19]=3[F:31])[C@H:12]([C:33](O)=[O:34])[CH2:11]2)=[O:8])=[CH:4][CH:3]=1.Cl.[CH3:37][NH2:38]. (2) Given the product [Cl:3][C:25]1[N:22]=[C:21]2[C:17]([CH:16]=[O:19])=[CH:7][S:8][C:9]2=[CH:10][CH:11]=1, predict the reactants needed to synthesize it. The reactants are: P(Cl)(Cl)([Cl:3])=O.O=[C:7]1[CH:11](NC(=O)C)[CH2:10][CH2:9][S:8]1.[C:16]([O-:19])(=O)[CH3:17].[Na+].[CH3:21][N:22]([CH3:25])C=O. (3) Given the product [Cl:28][C:25]1[CH:26]=[CH:27][C:22]([NH:21][C:19](=[O:20])[NH:18][C:15]2[CH:14]=[CH:13][C:12]([N:7]3[CH:6]=[N:5][C:4]4[C:8]3=[N:9][CH:10]=[N:11][C:3]=4[NH:2][C:42](=[O:43])[CH2:41][O:40][CH2:39][CH2:38][O:37][CH2:36][CH2:35][O:34][CH3:33])=[CH:17][CH:16]=2)=[CH:23][C:24]=1[C:29]([F:31])([F:32])[F:30], predict the reactants needed to synthesize it. The reactants are: Cl.[NH2:2][C:3]1[N:11]=[CH:10][N:9]=[C:8]2[C:4]=1[N:5]=[CH:6][N:7]2[C:12]1[CH:17]=[CH:16][C:15]([NH:18][C:19]([NH:21][C:22]2[CH:27]=[CH:26][C:25]([Cl:28])=[C:24]([C:29]([F:32])([F:31])[F:30])[CH:23]=2)=[O:20])=[CH:14][CH:13]=1.[CH3:33][O:34][CH2:35][CH2:36][O:37][CH2:38][CH2:39][O:40][CH2:41][C:42](Cl)=[O:43]. (4) Given the product [Br:8][C:9]1[CH:10]=[C:11]([CH2:17][C:1]#[N:2])[CH:12]=[C:13]([O:15][CH3:16])[CH:14]=1, predict the reactants needed to synthesize it. The reactants are: [C-:1]#[N:2].[Na+].CS(C)=O.[Br:8][C:9]1[CH:14]=[C:13]([O:15][CH3:16])[CH:12]=[C:11]([CH2:17]Br)[CH:10]=1.C(=O)(O)[O-].[Na+].